From a dataset of Peptide-MHC class I binding affinity with 185,985 pairs from IEDB/IMGT. Regression. Given a peptide amino acid sequence and an MHC pseudo amino acid sequence, predict their binding affinity value. This is MHC class I binding data. (1) The MHC is HLA-B15:01 with pseudo-sequence HLA-B15:01. The binding affinity (normalized) is 0.0847. The peptide sequence is QIQAGNFHW. (2) The peptide sequence is AIFQSSMTY. The MHC is HLA-A68:01 with pseudo-sequence HLA-A68:01. The binding affinity (normalized) is 0.149. (3) The peptide sequence is YFLRRLALV. The MHC is HLA-B15:01 with pseudo-sequence HLA-B15:01. The binding affinity (normalized) is 0.0847. (4) The peptide sequence is TELPLAYER. The MHC is HLA-A03:01 with pseudo-sequence HLA-A03:01. The binding affinity (normalized) is 0.0847. (5) The peptide sequence is ELAAHQKKI. The MHC is HLA-A02:03 with pseudo-sequence HLA-A02:03. The binding affinity (normalized) is 0.272. (6) The peptide sequence is LIANIFTPLV. The MHC is HLA-A02:03 with pseudo-sequence HLA-A02:03. The binding affinity (normalized) is 0.760.